Dataset: Full USPTO retrosynthesis dataset with 1.9M reactions from patents (1976-2016). Task: Predict the reactants needed to synthesize the given product. (1) Given the product [Cl:36][C:24]1[CH:23]=[C:22]([NH:21][C:13]2[C:12]3[C:17](=[CH:18][CH:19]=[CH:20][C:11]=3[O:10][CH2:9][CH2:8][NH:7][C:4](=[O:6])[CH2:3][O:2][CH3:1])[N:16]=[CH:15][N:14]=2)[CH:27]=[CH:26][C:25]=1[O:28][CH2:29][C:30]1[CH:35]=[CH:34][CH:33]=[CH:32][N:31]=1, predict the reactants needed to synthesize it. The reactants are: [CH3:1][O:2][CH2:3][C:4]([OH:6])=O.[NH2:7][CH2:8][CH2:9][O:10][C:11]1[CH:20]=[CH:19][CH:18]=[C:17]2[C:12]=1[C:13]([NH:21][C:22]1[CH:27]=[CH:26][C:25]([O:28][CH2:29][C:30]3[CH:35]=[CH:34][CH:33]=[CH:32][N:31]=3)=[C:24]([Cl:36])[CH:23]=1)=[N:14][CH:15]=[N:16]2. (2) Given the product [NH2:28][C:29]1[CH:34]=[C:33]([C:17]2[CH:18]=[CH:19][C:14]([C:9]3[CH:8]([NH:7][S:4]([CH:2]([CH3:3])[CH3:1])(=[O:6])=[O:5])[CH2:13][CH2:12][CH2:11][CH:10]=3)=[CH:15][CH:16]=2)[CH:32]=[CH:31][CH:30]=1, predict the reactants needed to synthesize it. The reactants are: [CH3:1][CH:2]([S:4]([NH:7][CH:8]1[CH2:13][CH2:12][CH2:11][CH:10]=[C:9]1[C:14]1[CH:19]=[CH:18][C:17](OS(OC(F)(F)F)=O)=[CH:16][CH:15]=1)(=[O:6])=[O:5])[CH3:3].[NH2:28][C:29]1[CH:30]=[C:31](Br)[CH:32]=[CH:33][CH:34]=1. (3) Given the product [F:1][CH2:2][CH2:3][O:4][CH2:5][CH2:6][O:7][CH2:8][CH2:9][O:10][C:11]1[CH:12]=[CH:13][C:14]([C:17](=[O:19])/[CH:18]=[CH:27]/[C:26]2[CH:29]=[CH:30][C:23]([N+:20]([O-:22])=[O:21])=[CH:24][CH:25]=2)=[CH:15][CH:16]=1, predict the reactants needed to synthesize it. The reactants are: [F:1][CH2:2][CH2:3][O:4][CH2:5][CH2:6][O:7][CH2:8][CH2:9][O:10][C:11]1[CH:16]=[CH:15][C:14]([C:17](=[O:19])[CH3:18])=[CH:13][CH:12]=1.[N+:20]([C:23]1[CH:30]=[CH:29][C:26]([CH:27]=O)=[CH:25][CH:24]=1)([O-:22])=[O:21].[OH-].[K+]. (4) Given the product [F:43][C:9]([F:8])([F:42])[C:10]1[CH:11]=[C:12]([C@H:20]2[O:24][C:23](=[O:25])[N:22]([CH2:26][C:27]3[C:46]([CH3:47])=[N:45][O:44][C:28]=3[C:29]3[CH:34]=[C:33]([CH:35]([CH3:37])[CH3:36])[C:32]([F:38])=[CH:31][C:30]=3[O:39][CH3:40])[C@H:21]2[CH3:41])[CH:13]=[C:14]([C:16]([F:17])([F:18])[F:19])[CH:15]=1, predict the reactants needed to synthesize it. The reactants are: C(N(CC)CC)C.[F:8][C:9]([F:43])([F:42])[C:10]1[CH:11]=[C:12]([C@H:20]2[O:24][C:23](=[O:25])[N:22]([CH2:26][C:27]#[C:28][C:29]3[CH:34]=[C:33]([CH:35]([CH3:37])[CH3:36])[C:32]([F:38])=[CH:31][C:30]=3[O:39][CH3:40])[C@H:21]2[CH3:41])[CH:13]=[C:14]([C:16]([F:19])([F:18])[F:17])[CH:15]=1.[OH:44][N:45]=[C:46](Cl)[CH3:47].